The task is: Predict the product of the given reaction.. This data is from Forward reaction prediction with 1.9M reactions from USPTO patents (1976-2016). (1) Given the reactants [O-]P([O-])([O-])=O.[K+].[K+].[K+].[F:9][C:10]1[CH:11]=[C:12](B(O)O)[CH:13]=[N:14][CH:15]=1.Cl[C:20]1[C:29]2[C:24](=[CH:25][C:26]([F:30])=[CH:27][CH:28]=2)[N:23]=[CH:22][C:21]=1[C:31](=[O:33])[CH3:32], predict the reaction product. The product is: [F:30][C:26]1[CH:25]=[C:24]2[C:29]([C:20]([C:12]3[CH:13]=[N:14][CH:15]=[C:10]([F:9])[CH:11]=3)=[C:21]([C:31](=[O:33])[CH3:32])[CH:22]=[N:23]2)=[CH:28][CH:27]=1. (2) Given the reactants [NH2:1][C:2]1[N:7]=[C:6](S(C)=O)[C:5]([C:11]#[N:12])=[C:4]([C:13]2[O:14][C:15]([CH3:18])=[CH:16][CH:17]=2)[N:3]=1.[CH3:19][C:20]1[C:21]([CH2:27][OH:28])=[N:22][CH:23]=[C:24]([CH3:26])[CH:25]=1.C1CCN2C(=NCCC2)CC1, predict the reaction product. The product is: [NH2:1][C:2]1[N:7]=[C:6]([O:28][CH2:27][C:21]2[C:20]([CH3:19])=[CH:25][C:24]([CH3:26])=[CH:23][N:22]=2)[C:5]([C:11]#[N:12])=[C:4]([C:13]2[O:14][C:15]([CH3:18])=[CH:16][CH:17]=2)[N:3]=1. (3) Given the reactants [Cl:1][C:2]1[CH:3]=[C:4]([C:9]2[O:13][N:12]=[C:11]([C:14]3[CH:22]=[CH:21][C:20]4[NH:19][C:18]5[CH:23]([CH2:26][C:27]([O:29][CH2:30]C)=[O:28])[CH2:24][CH2:25][C:17]=5[C:16]=4[CH:15]=3)[N:10]=2)[CH:5]=[N:6][C:7]=1Cl.CO.C1C[O:37][CH2:36]C1.CC([O-])(C)C.[K+], predict the reaction product. The product is: [Cl:1][C:2]1[CH:3]=[C:4]([C:9]2[O:13][N:12]=[C:11]([C:14]3[CH:22]=[CH:21][C:20]4[NH:19][C:18]5[CH:23]([CH2:26][C:27]([O:29][CH3:30])=[O:28])[CH2:24][CH2:25][C:17]=5[C:16]=4[CH:15]=3)[N:10]=2)[CH:5]=[N:6][C:7]=1[O:37][CH3:36]. (4) Given the reactants [NH2:1][C:2]1[CH:3]=[CH:4][C:5](Br)=[C:6]([CH:11]=1)[C:7]([O:9][CH3:10])=[O:8].[O:13]1[CH:17]=[CH:16][CH:15]=[C:14]1B(O)O.C(=O)([O-])[O-].[K+].[K+].Cl, predict the reaction product. The product is: [NH2:1][C:2]1[CH:3]=[CH:4][C:5]([C:14]2[O:13][CH:17]=[CH:16][CH:15]=2)=[C:6]([CH:11]=1)[C:7]([O:9][CH3:10])=[O:8]. (5) Given the reactants [CH3:1][O:2][CH:3]1[CH2:6][N:5]([C:7]([C:9]2[CH:18]=[CH:17][C:16]3[C:11](=[C:12]([C:20]4[CH:25]=[CH:24][C:23]([C:26]5[CH:27]=[N:28][N:29]([CH3:31])[CH:30]=5)=[CH:22][CH:21]=4)[CH:13]=[N+:14]([O-])[CH:15]=3)[N:10]=2)=[O:8])[CH2:4]1.[N:32]1C=CC=CC=1.C1(C)C=CC(S(Cl)(=O)=O)=CC=1.C(CN)O, predict the reaction product. The product is: [NH2:32][C:15]1[N:14]=[CH:13][C:12]([C:20]2[CH:25]=[CH:24][C:23]([C:26]3[CH:27]=[N:28][N:29]([CH3:31])[CH:30]=3)=[CH:22][CH:21]=2)=[C:11]2[C:16]=1[CH:17]=[CH:18][C:9]([C:7]([N:5]1[CH2:6][CH:3]([O:2][CH3:1])[CH2:4]1)=[O:8])=[N:10]2. (6) Given the reactants [CH2:1]([N:8]1[C:16]2[C:11](=[CH:12][CH:13]=[CH:14][CH:15]=2)[C:10]([O:17][C:18]2[CH:26]=[CH:25][CH:24]=[CH:23][C:19]=2[C:20](O)=[O:21])=[N:9]1)[C:2]1[CH:7]=[CH:6][CH:5]=[CH:4][CH:3]=1.[CH3:27][N:28]([CH3:38])[CH2:29][CH2:30][CH2:31][N:32]1[CH2:37][CH2:36][NH:35][CH2:34][CH2:33]1, predict the reaction product. The product is: [CH2:1]([N:8]1[C:16]2[C:11](=[CH:12][CH:13]=[CH:14][CH:15]=2)[C:10]([O:17][C:18]2[CH:26]=[CH:25][CH:24]=[CH:23][C:19]=2[C:20]([N:35]2[CH2:36][CH2:37][N:32]([CH2:31][CH2:30][CH2:29][N:28]([CH3:27])[CH3:38])[CH2:33][CH2:34]2)=[O:21])=[N:9]1)[C:2]1[CH:3]=[CH:4][CH:5]=[CH:6][CH:7]=1. (7) The product is: [NH2:8][C:5]1[CH:6]=[CH:7][C:2]([F:1])=[C:3]([C:11]2[N:18]=[CH:17][CH:16]=[CH:15][C:12]=2[C:13]#[N:14])[CH:4]=1. Given the reactants [F:1][C:2]1[CH:7]=[CH:6][C:5]([N+:8]([O-])=O)=[CH:4][C:3]=1[C:11]1[N:18]=[CH:17][CH:16]=[CH:15][C:12]=1[C:13]#[N:14].C(OCC)(=O)C.[H][H], predict the reaction product. (8) The product is: [Cl:1][C:2]1[CH:3]=[N+:4]([O-:27])[CH:5]=[C:6]([Cl:26])[C:7]=1[CH2:8][C@@H:9]([C:11]1[CH:16]=[CH:15][C:14]([O:17][CH:18]([F:20])[F:19])=[C:13]([O:21][CH2:22][CH:23]2[CH2:25][CH2:24]2)[CH:12]=1)[O:10][C:42](=[O:43])[CH2:41][N:36]([C:33]1[CH:34]=[CH:35][C:30]([S:29][CH3:28])=[CH:31][CH:32]=1)[S:37]([CH3:40])(=[O:38])=[O:39]. Given the reactants [Cl:1][C:2]1[CH:3]=[N+:4]([O-:27])[CH:5]=[C:6]([Cl:26])[C:7]=1[CH2:8][C@@H:9]([C:11]1[CH:16]=[CH:15][C:14]([O:17][CH:18]([F:20])[F:19])=[C:13]([O:21][CH2:22][CH:23]2[CH2:25][CH2:24]2)[CH:12]=1)[OH:10].[CH3:28][S:29][C:30]1[CH:35]=[CH:34][C:33]([N:36]([CH2:41][C:42](O)=[O:43])[S:37]([CH3:40])(=[O:39])=[O:38])=[CH:32][CH:31]=1.C(Cl)CCl, predict the reaction product. (9) Given the reactants [CH3:1][C:2]1[CH:3]=[C:4]([C:8]2[N:9]=[C:10]3[CH:15]=[CH:14][CH:13]=[N:12][N:11]3[C:16]=2[C:17]2[CH:22]=[CH:21][N:20]=[C:19]([N:23](S(C3C=CC=CC=3)(=O)=O)[S:24]([C:27]3[CH:32]=[CH:31][CH:30]=[CH:29][CH:28]=3)(=[O:26])=[O:25])[CH:18]=2)[CH:5]=[CH:6][CH:7]=1, predict the reaction product. The product is: [CH3:1][C:2]1[CH:3]=[C:4]([C:8]2[N:9]=[C:10]3[CH:15]=[CH:14][CH:13]=[N:12][N:11]3[C:16]=2[C:17]2[CH:22]=[CH:21][N:20]=[C:19]([NH:23][S:24]([C:27]3[CH:32]=[CH:31][CH:30]=[CH:29][CH:28]=3)(=[O:25])=[O:26])[CH:18]=2)[CH:5]=[CH:6][CH:7]=1.